Dataset: Forward reaction prediction with 1.9M reactions from USPTO patents (1976-2016). Task: Predict the product of the given reaction. (1) Given the reactants COC1C=CC(C[NH:8][C:9]2[S:13][C:12]([C:14]3[CH:15]=[C:16]4[C:20](=[CH:21][CH:22]=3)[N:19](S(C3C=CC(C)=CC=3)(=O)=O)[CH:18]=[C:17]4[C:33]3[N:38]=[C:37]([N:39]4[CH2:44][CH2:43][N:42]([CH3:45])[C:41](=[O:46])[CH2:40]4)[CH:36]=[CH:35][CH:34]=3)=[N:11][N:10]=2)=CC=1.[OH-].[K+].COC1C=CC(CNC2SC(C3C=C4C(=CC=3)NC=C4C3N=C(N4CCN(C)C(=O)C4)C=CC=3)=NN=2)=CC=1.C(O)(C(F)(F)F)=O, predict the reaction product. The product is: [NH2:8][C:9]1[S:13][C:12]([C:14]2[CH:15]=[C:16]3[C:20](=[CH:21][CH:22]=2)[NH:19][CH:18]=[C:17]3[C:33]2[N:38]=[C:37]([N:39]3[CH2:44][CH2:43][N:42]([CH3:45])[C:41](=[O:46])[CH2:40]3)[CH:36]=[CH:35][CH:34]=2)=[N:11][N:10]=1. (2) Given the reactants Cl.[CH3:2][O:3][C:4](=[O:11])[C@H:5]([CH2:7][CH:8]([CH3:10])[CH3:9])[NH2:6].[C:12](O[C:12]([O:14][C:15]([CH3:18])([CH3:17])[CH3:16])=[O:13])([O:14][C:15]([CH3:18])([CH3:17])[CH3:16])=[O:13].C(N(CC)CC)C, predict the reaction product. The product is: [CH3:2][O:3][C:4](=[O:11])[C@H:5]([CH2:7][CH:8]([CH3:10])[CH3:9])[NH:6][C:12]([O:14][C:15]([CH3:18])([CH3:17])[CH3:16])=[O:13]. (3) Given the reactants [C:1](Cl)(=[O:4])[CH:2]=[CH2:3].[CH3:6][N:7]1[CH2:12][CH2:11][NH:10][CH2:9][CH2:8]1.Br[C:14]1[C:22]2[C:21](=[O:23])[N:20]([CH3:24])[C:19](=[O:25])[N:18]([CH2:26][CH:27]([CH3:29])[CH3:28])[C:17]=2[S:16][C:15]=1[CH2:30][C:31]1[CH:36]=[CH:35][CH:34]=[CH:33][C:32]=1[C:37]([F:40])([F:39])[F:38].C1(C)C=CC=CC=1P(C1C=CC=CC=1C)C1C=CC=CC=1C, predict the reaction product. The product is: [CH3:24][N:20]1[C:21](=[O:23])[C:22]2[C:14]([CH:3]=[CH:2][C:1]([N:10]3[CH2:11][CH2:12][N:7]([CH3:6])[CH2:8][CH2:9]3)=[O:4])=[C:15]([CH2:30][C:31]3[CH:36]=[CH:35][CH:34]=[CH:33][C:32]=3[C:37]([F:40])([F:39])[F:38])[S:16][C:17]=2[N:18]([CH2:26][CH:27]([CH3:29])[CH3:28])[C:19]1=[O:25]. (4) Given the reactants [Br:1][C:2]1[S:6][C:5]([NH:7][C:8](=[O:16])OC2C=CC=CC=2)=[N:4][CH:3]=1.[C:17]([C:21]1[CH:25]=[C:24]([NH2:26])[N:23]([CH3:27])[N:22]=1)([CH3:20])([CH3:19])[CH3:18], predict the reaction product. The product is: [Br:1][C:2]1[S:6][C:5]([NH:7][C:8]([NH:26][C:24]2[N:23]([CH3:27])[N:22]=[C:21]([C:17]([CH3:20])([CH3:19])[CH3:18])[CH:25]=2)=[O:16])=[N:4][CH:3]=1. (5) Given the reactants [C:1]([O:5][C:6](=[O:26])[NH:7][C:8]1[C:17]2[C:12](=[CH:13][CH:14]=[CH:15][CH:16]=2)[C:11]([O:18][C:19]2[CH:24]=[CH:23][N:22]=[C:21](I)[N:20]=2)=[CH:10][CH:9]=1)([CH3:4])([CH3:3])[CH3:2].[CH3:27][OH:28].CCN(CC)CC.CN([CH:39]=[O:40])C, predict the reaction product. The product is: [CH3:27][O:28][C:39]([C:21]1[N:20]=[C:19]([O:18][C:11]2[C:12]3[C:17](=[CH:16][CH:15]=[CH:14][CH:13]=3)[C:8]([NH:7][C:6]([O:5][C:1]([CH3:4])([CH3:3])[CH3:2])=[O:26])=[CH:9][CH:10]=2)[CH:24]=[CH:23][N:22]=1)=[O:40]. (6) Given the reactants [CH2:1]([N:8]1[C:13](=[O:14])[C:12]([C:15]2[CH:20]=[CH:19][C:18]([O:21][C:22]3[C:31]4[C:26](=[CH:27][C:28]([OH:34])=[C:29]([O:32][CH3:33])[CH:30]=4)[N:25]=[CH:24][CH:23]=3)=[C:17]([F:35])[CH:16]=2)=[CH:11][N:10]=[CH:9]1)[C:2]1[CH:7]=[CH:6][CH:5]=[CH:4][CH:3]=1.Cl.Cl[CH2:38][CH2:39][CH2:40][N:41]1[CH2:46][CH2:45][N:44]([CH3:47])[CH2:43][CH2:42]1, predict the reaction product. The product is: [CH2:1]([N:8]1[C:13](=[O:14])[C:12]([C:15]2[CH:20]=[CH:19][C:18]([O:21][C:22]3[C:31]4[C:26](=[CH:27][C:28]([O:34][CH2:38][CH2:39][CH2:40][N:41]5[CH2:46][CH2:45][N:44]([CH3:47])[CH2:43][CH2:42]5)=[C:29]([O:32][CH3:33])[CH:30]=4)[N:25]=[CH:24][CH:23]=3)=[C:17]([F:35])[CH:16]=2)=[CH:11][N:10]=[CH:9]1)[C:2]1[CH:7]=[CH:6][CH:5]=[CH:4][CH:3]=1. (7) Given the reactants FC(F)(F)C(O)=O.[F:8][C:9]1[CH:23]=[CH:22][C:12]([CH2:13][C@H:14]2[CH2:18][NH:17][C@H:16]([C:19]([OH:21])=[O:20])[CH2:15]2)=[C:11]([CH3:24])[CH:10]=1.C(N(CC)C(C)C)(C)C.[C:34](O[C:34]([O:36][C:37]([CH3:40])([CH3:39])[CH3:38])=[O:35])([O:36][C:37]([CH3:40])([CH3:39])[CH3:38])=[O:35], predict the reaction product. The product is: [C:37]([O:36][C:34]([N:17]1[CH2:18][C@H:14]([CH2:13][C:12]2[CH:22]=[CH:23][C:9]([F:8])=[CH:10][C:11]=2[CH3:24])[CH2:15][C@H:16]1[C:19]([OH:21])=[O:20])=[O:35])([CH3:40])([CH3:39])[CH3:38]. (8) Given the reactants C([N:3](C(=O)C1C=CC(O)=CC=1)[C:4]1[CH:9]=[C:8]([O:10][CH3:11])[CH:7]=[CH:6][C:5]=1[CH:12]1[CH2:21][CH2:20][C:19]2[CH:18]=[C:17]([O:22]C(=O)C(C)(C)C)[CH:16]=[CH:15][C:14]=2[CH2:13]1)C.[CH2:38]([N:42]([CH3:47])[C:43](=O)[CH2:44]Cl)[CH2:39][CH2:40][CH3:41], predict the reaction product. The product is: [CH2:38]([N:42]([CH3:47])[CH2:43][CH2:44][O:10][C:8]1[CH:9]=[CH:4][C:5]([CH2:12][CH2:13][CH2:14][NH:3][C:4]2[CH:9]=[C:8]([O:10][CH3:11])[CH:7]=[CH:6][C:5]=2[CH:12]2[CH2:21][CH2:20][C:19]3[CH:18]=[C:17]([OH:22])[CH:16]=[CH:15][C:14]=3[CH2:13]2)=[CH:6][CH:7]=1)[CH2:39][CH2:40][CH3:41]. (9) Given the reactants [CH3:1][O:2][C:3]([CH:5]1[CH2:10][CH2:9][O:8][CH2:7][CH2:6]1)=[O:4].CN(P(N(C)C)(N(C)C)=O)C.[CH2:22](I)[CH:23]=[CH2:24], predict the reaction product. The product is: [CH3:1][O:2][C:3]([C:5]1([CH2:24][CH:23]=[CH2:22])[CH2:10][CH2:9][O:8][CH2:7][CH2:6]1)=[O:4]. (10) Given the reactants [C:1]([O:5][C:6]([N:8]1[CH2:13][CH2:12][C:11]([CH2:17][CH:18]2[CH2:20][CH2:19]2)([C:14]([OH:16])=O)[CH2:10][CH2:9]1)=[O:7])([CH3:4])([CH3:3])[CH3:2].[F:21][C:22]([F:36])([F:35])[C:23]1[CH:24]=[C:25]([CH2:33][NH2:34])[CH:26]=[C:27]([C:29]([F:32])([F:31])[F:30])[CH:28]=1.C1C=C2N=NN(O)C2=CC=1.O.CCN(C(C)C)C(C)C.CCN=C=NCCCN(C)C, predict the reaction product. The product is: [F:21][C:22]([F:35])([F:36])[C:23]1[CH:24]=[C:25]([CH:26]=[C:27]([C:29]([F:32])([F:30])[F:31])[CH:28]=1)[CH2:33][NH:34][C:14]([C:11]1([CH2:17][CH:18]2[CH2:19][CH2:20]2)[CH2:12][CH2:13][N:8]([C:6]([O:5][C:1]([CH3:2])([CH3:3])[CH3:4])=[O:7])[CH2:9][CH2:10]1)=[O:16].